This data is from Catalyst prediction with 721,799 reactions and 888 catalyst types from USPTO. The task is: Predict which catalyst facilitates the given reaction. (1) Reactant: [CH3:1][N:2]1[CH2:24][CH2:23][C:5]2[N:6]([CH2:14][CH:15]([C:17]3[CH:22]=[CH:21][N:20]=[CH:19][CH:18]=3)[OH:16])[C:7]3[CH:8]=[CH:9][C:10]([CH3:13])=[CH:11][C:12]=3[C:4]=2[CH2:3]1.[H-].[Na+].[N:27]1([C:32](Cl)=[O:33])[CH2:31][CH2:30][CH2:29][CH2:28]1. Product: [N:27]1([C:32]([O:16][CH:15]([C:17]2[CH:18]=[CH:19][N:20]=[CH:21][CH:22]=2)[CH2:14][N:6]2[C:7]3[CH:8]=[CH:9][C:10]([CH3:13])=[CH:11][C:12]=3[C:4]3[CH2:3][N:2]([CH3:1])[CH2:24][CH2:23][C:5]2=3)=[O:33])[CH2:31][CH2:30][CH2:29][CH2:28]1. The catalyst class is: 3. (2) Reactant: [OH:1][C:2]1[CH:7]=[CH:6][C:5](B(O)O)=[CH:4][CH:3]=1.Br[C:12]1[S:13][C:14]([CH3:17])=[CH:15][N:16]=1.C([O-])([O-])=O.[Na+].[Na+]. Product: [CH3:17][C:14]1[S:13][C:12]([C:5]2[CH:6]=[CH:7][C:2]([OH:1])=[CH:3][CH:4]=2)=[N:16][CH:15]=1. The catalyst class is: 108. (3) Reactant: [CH3:1][C:2]1[CH:7]=[C:6](B2OC(C)(C)C(C)(C)O2)[CH:5]=[CH:4][N:3]=1.Cl[C:18]1[C:25]([CH3:26])=[CH:24][C:21]([CH:22]=[O:23])=[CH:20][N:19]=1.C(Cl)Cl.C([O-])([O-])=O.[K+].[K+].C(OC(C)C)(=O)C. Product: [CH3:1][C:2]1[CH:7]=[C:6]([C:18]2[C:25]([CH3:26])=[CH:24][C:21]([CH:22]=[O:23])=[CH:20][N:19]=2)[CH:5]=[CH:4][N:3]=1. The catalyst class is: 263.